This data is from Reaction yield outcomes from USPTO patents with 853,638 reactions. The task is: Predict the reaction yield, written as a fraction of the theoretical maximum amount of product (1.0 means a 100% yield; for example, 0.34 means a 34% yield). (1) The reactants are S([O:6][CH3:7])(OC)(=O)=O.[CH2:8]([O:10][C:11]([C:13]1[N:14]=[N:15][N:16]([CH2:19][C:20]2[CH:25]=[C:24]([C:26]([F:29])([F:28])[F:27])[CH:23]=[C:22]([C:30]([F:33])([F:32])[F:31])[CH:21]=2)[C:17]=1O)=[O:12])[CH3:9].C(=O)([O-])[O-].[K+].[K+]. The catalyst is CN(C=O)C.O. The product is [CH2:8]([O:10][C:11]([C:13]1[N:14]=[N:15][N:16]([CH2:19][C:20]2[CH:21]=[C:22]([C:30]([F:31])([F:32])[F:33])[CH:23]=[C:24]([C:26]([F:29])([F:28])[F:27])[CH:25]=2)[C:17]=1[O:6][CH3:7])=[O:12])[CH3:9]. The yield is 0.950. (2) The reactants are [CH3:1][C:2]1[O:6][N:5]=[C:4]([C:7]2[CH:12]=[CH:11][CH:10]=[CH:9][CH:8]=2)[C:3]=1[CH2:13][O:14][C:15]1[N:16]=[CH:17][C:18]([C:21]([OH:23])=O)=[N:19][CH:20]=1.[C:24]([NH2:28])([CH3:27])([CH3:26])[CH3:25]. No catalyst specified. The product is [C:24]([NH:28][C:21]([C:18]1[CH:17]=[N:16][C:15]([O:14][CH2:13][C:3]2[C:4]([C:7]3[CH:8]=[CH:9][CH:10]=[CH:11][CH:12]=3)=[N:5][O:6][C:2]=2[CH3:1])=[CH:20][N:19]=1)=[O:23])([CH3:27])([CH3:26])[CH3:25]. The yield is 0.200. (3) The reactants are [CH:1]1([O:5][C:6]2[CH:15]=[C:14]([F:16])[C:13]([F:17])=[C:12]3[C:7]=2[CH:8]=[CH:9][C:10]([CH3:18])=[N:11]3)[CH2:4][CH2:3][CH2:2]1.[H][H]. The yield is 0.330. The catalyst is CO. The product is [CH:1]1([O:5][C:6]2[CH:15]=[C:14]([F:16])[C:13]([F:17])=[C:12]3[C:7]=2[CH2:8][CH2:9][C@H:10]([CH3:18])[NH:11]3)[CH2:2][CH2:3][CH2:4]1. (4) The reactants are [NH2:1][C:2]1[C:11]2[CH:10]=[CH:9][CH:8]=[C:7](Br)[C:6]=2[N:5]=[C:4]2[CH2:13][N:14]([CH:17]3[CH2:20][CH2:19][CH2:18]3)[C:15](=[O:16])[C:3]=12.[F:21][C:22]1[C:27]([Sn](CCCC)(CCCC)CCCC)=[N:26][CH:25]=[CH:24][N:23]=1. No catalyst specified. The product is [NH2:1][C:2]1[C:11]2[CH:10]=[CH:9][CH:8]=[C:7]([C:27]3[C:22]([F:21])=[N:23][CH:24]=[CH:25][N:26]=3)[C:6]=2[N:5]=[C:4]2[CH2:13][N:14]([CH:17]3[CH2:20][CH2:19][CH2:18]3)[C:15](=[O:16])[C:3]=12. The yield is 0.110. (5) The reactants are [Cl:1][C:2]([Cl:25])([CH2:7][CH2:8][CH2:9][CH2:10][CH2:11][CH2:12][CH2:13][C:14](=[O:24])[CH2:15][CH2:16][C:17]1[CH:22]=[CH:21][C:20]([Cl:23])=[CH:19][CH:18]=1)[C:3]([O:5]C)=[O:4].CO.[OH-].[Na+].O. The catalyst is C1(C)C=CC=CC=1. The product is [Cl:25][C:2]([Cl:1])([CH2:7][CH2:8][CH2:9][CH2:10][CH2:11][CH2:12][CH2:13][C:14](=[O:24])[CH2:15][CH2:16][C:17]1[CH:18]=[CH:19][C:20]([Cl:23])=[CH:21][CH:22]=1)[C:3]([OH:5])=[O:4]. The yield is 0.670.